This data is from Forward reaction prediction with 1.9M reactions from USPTO patents (1976-2016). The task is: Predict the product of the given reaction. (1) Given the reactants C(O[C:6]([N:8]1[CH2:12][C@@H:11]([CH2:13][O:14][CH3:15])[CH2:10][C@H:9]1[C:16]1[NH:20][C:19]2[C:21]3[C:26]([CH:27]=[CH:28][C:18]=2[N:17]=1)=[CH:25][C:24]1[C:29]2[C:34]([CH2:35][O:36][C:23]=1[CH:22]=3)=[CH:33][C:32]([C:37]1[NH:41][C:40]([C@@H:42]3[CH2:46][CH2:45][C@H:44]([CH3:47])[N:43]3C(OC(C)(C)C)=O)=[N:39][CH:38]=1)=[CH:31][CH:30]=2)=[O:7])(C)(C)C.Cl.[CH3:56][O:57][C:58]([NH:60][C@@H:61]([C@@H:65]([CH3:68])[CH2:66][CH3:67])[C:62]([OH:64])=O)=[O:59].CN(C(ON1N=N[C:79]2[CH:80]=[CH:81][CH:82]=[N:83]C1=2)=[N+](C)C)C.F[P-](F)(F)(F)(F)F.[CH3:93]CN(C(C)C)C(C)C.CO.C[CH2:105][O:106][C:107](C)=[O:108], predict the reaction product. The product is: [CH3:105][O:106][C:107]([NH:83][C@@H:82]([C@@H:81]([CH3:93])[CH2:80][CH3:79])[C:6]([N:8]1[CH2:12][C@@H:11]([CH2:13][O:14][CH3:15])[CH2:10][C@H:9]1[C:16]1[NH:20][C:19]2[C:21]3[C:26]([CH:27]=[CH:28][C:18]=2[N:17]=1)=[CH:25][C:24]1[C:29]2[C:34]([CH2:35][O:36][C:23]=1[CH:22]=3)=[CH:33][C:32]([C:37]1[NH:41][C:40]([C@@H:42]3[CH2:46][CH2:45][C@H:44]([CH3:47])[N:43]3[C:62](=[O:64])[C@@H:61]([NH:60][C:58](=[O:59])[O:57][CH3:56])[C@@H:65]([CH3:68])[CH2:66][CH3:67])=[N:39][CH:38]=1)=[CH:31][CH:30]=2)=[O:7])=[O:108]. (2) The product is: [O:5]1[CH2:4][CH:3]=[C:2]([C:8]#[C:9][C:10]2[CH:29]=[CH:28][C:13]3[N:14]=[C:15]([C:20]4[CH:21]=[C:22]([CH:25]=[CH:26][CH:27]=4)[C:23]#[N:24])[CH2:16][C:17](=[O:19])[NH:18][C:12]=3[CH:11]=2)[CH2:7][CH2:6]1. Given the reactants O[C:2]1([C:8]#[C:9][C:10]2[CH:29]=[CH:28][C:13]3[N:14]=[C:15]([C:20]4[CH:21]=[C:22]([CH:25]=[CH:26][CH:27]=4)[C:23]#[N:24])[CH2:16][C:17](=[O:19])[NH:18][C:12]=3[CH:11]=2)[CH2:7][CH2:6][O:5][CH2:4][CH2:3]1.IC1C=C(C2CC(=O)NC3C=C(C#CC4C=CC=CC=4)C=CC=3N=2)C=CC=1.C(C1(O)CCOCC1)#C.C(O)(C(F)(F)F)=O, predict the reaction product. (3) Given the reactants [Cl:1][C:2]1[C:7]([C:8]2[CH:13]=[CH:12][CH:11]=[C:10]([CH2:14][CH3:15])[CH:9]=2)=[C:6]([C@:16]([C@@H:22]2[O:27][CH2:26][CH2:25][N:24]([C:28]([O:30][C:31]([CH3:34])([CH3:33])[CH3:32])=[O:29])[CH2:23]2)([OH:21])[CH2:17][CH2:18][CH:19]=O)[CH:5]=[CH:4][CH:3]=1.N.CC(O)=O.[BH3-]C#[N:42].[Na+], predict the reaction product. The product is: [NH2:42][CH2:19][CH2:18][CH2:17][C@:16]([C@@H:22]1[O:27][CH2:26][CH2:25][N:24]([C:28]([O:30][C:31]([CH3:32])([CH3:33])[CH3:34])=[O:29])[CH2:23]1)([C:6]1[CH:5]=[CH:4][CH:3]=[C:2]([Cl:1])[C:7]=1[C:8]1[CH:13]=[CH:12][CH:11]=[C:10]([CH2:14][CH3:15])[CH:9]=1)[OH:21]. (4) Given the reactants [CH3:1][O:2][C:3]1[CH:4]=[C:5]([CH:25]=[CH:26][CH:27]=1)[CH2:6][NH:7][C:8]([C:10]1[S:24][C:13]2[N:14]([CH3:23])[C:15](=[O:22])[N:16]([CH2:19][CH2:20][NH2:21])[C:17](=[O:18])[C:12]=2[CH:11]=1)=[O:9].C(N([CH:34]([CH3:36])C)CC)(C)C.F[P-](F)(F)(F)(F)F.N1([O:53][C:54](N(C)C)=[N+](C)C)C2C=CC=CC=2N=N1.O[N:62]1[C:66]2[N:67]=[CH:68][CH:69]=[CH:70][C:65]=2N=N1, predict the reaction product. The product is: [CH3:1][O:2][C:3]1[CH:4]=[C:5]([CH:25]=[CH:26][CH:27]=1)[CH2:6][NH:7][C:8]([C:10]1[S:24][C:13]2[N:14]([CH3:23])[C:15](=[O:22])[N:16]([CH2:19][CH2:20][NH:21][C:54]([C:65]3[CH:70]=[CH:69][C:68]4[NH:67][CH:66]=[N:62][C:36]=4[CH:34]=3)=[O:53])[C:17](=[O:18])[C:12]=2[CH:11]=1)=[O:9].